Dataset: Forward reaction prediction with 1.9M reactions from USPTO patents (1976-2016). Task: Predict the product of the given reaction. (1) Given the reactants [C:1]1([C:7]2[CH:14]=[CH:13][C:10]([CH:11]=O)=[CH:9][C:8]=2[C:15]([F:18])([F:17])[F:16])[CH:6]=[CH:5][CH:4]=[CH:3][CH:2]=1.[NH2:19][C:20]1[CH:25]=[CH:24][CH:23]=[CH:22][C:21]=1/[CH:26]=[CH:27]/[C:28]([O:30][CH3:31])=[O:29].[BH3-]C#N.[Na+], predict the reaction product. The product is: [C:1]1([C:7]2[CH:14]=[CH:13][C:10]([CH2:11][NH:19][C:20]3[CH:25]=[CH:24][CH:23]=[CH:22][C:21]=3/[CH:26]=[CH:27]/[C:28]([O:30][CH3:31])=[O:29])=[CH:9][C:8]=2[C:15]([F:18])([F:17])[F:16])[CH:6]=[CH:5][CH:4]=[CH:3][CH:2]=1. (2) Given the reactants [Cl:1][C:2]1[CH:25]=[CH:24][C:5]2[N:6]=[C:7]([NH:9][C:10]3[N:14]([CH2:15][CH3:16])[C:13]4[CH:17]=[CH:18][C:19]([C:21]([OH:23])=O)=[CH:20][C:12]=4[N:11]=3)[S:8][C:4]=2[CH:3]=1.[CH3:26][O:27][C:28]([CH3:32])([CH3:31])[CH2:29][NH2:30].CN(C(ON1N=NC2C=CC=CC1=2)=[N+](C)C)C.F[P-](F)(F)(F)(F)F.CCN(C(C)C)C(C)C, predict the reaction product. The product is: [CH3:26][O:27][C:28]([CH3:32])([CH3:31])[CH2:29][NH:30][C:21]([C:19]1[CH:18]=[CH:17][C:13]2[N:14]([CH2:15][CH3:16])[C:10]([NH:9][C:7]3[S:8][C:4]4[CH:3]=[C:2]([Cl:1])[CH:25]=[CH:24][C:5]=4[N:6]=3)=[N:11][C:12]=2[CH:20]=1)=[O:23].